From a dataset of Forward reaction prediction with 1.9M reactions from USPTO patents (1976-2016). Predict the product of the given reaction. Given the reactants [C:1]1([C:7](=[O:35])[CH2:8][CH2:9][CH2:10][CH2:11][CH2:12][CH2:13][CH2:14][CH2:15][CH2:16][CH2:17][CH2:18][N:19]2[C:31]3[C:30]4[CH:29]=[CH:28][CH:27]=[CH:26][C:25]=4[N:24]=[CH:23][C:22]=3[N:21]=[C:20]2[CH2:32][CH2:33][CH3:34])[CH:6]=[CH:5][CH:4]=[CH:3][CH:2]=1.C1C=C(Cl)C=C(C(OO)=[O:44])C=1, predict the reaction product. The product is: [O-:44][N+:24]1[C:25]2[CH:26]=[CH:27][CH:28]=[CH:29][C:30]=2[C:31]2[N:19]([CH2:18][CH2:17][CH2:16][CH2:15][CH2:14][CH2:13][CH2:12][CH2:11][CH2:10][CH2:9][CH2:8][C:7]([C:1]3[CH:6]=[CH:5][CH:4]=[CH:3][CH:2]=3)=[O:35])[C:20]([CH2:32][CH2:33][CH3:34])=[N:21][C:22]=2[CH:23]=1.